Dataset: Forward reaction prediction with 1.9M reactions from USPTO patents (1976-2016). Task: Predict the product of the given reaction. (1) Given the reactants [Br:1][C:2]1[CH:11]=[C:10]([C:12]([O:14]C)=[O:13])[CH:9]=[CH:8][C:3]=1[C:4]([O:6][CH3:7])=[O:5].[OH-].[Na+].O, predict the reaction product. The product is: [Br:1][C:2]1[CH:11]=[C:10]([CH:9]=[CH:8][C:3]=1[C:4]([O:6][CH3:7])=[O:5])[C:12]([OH:14])=[O:13]. (2) Given the reactants [CH2:1]([S:8]([NH:11][C:12]([CH:14]1[CH2:19][CH2:18][N:17]([C:20]2[C:30]([C:31]#[N:32])=[CH:29][C:23]([C:24]([O:26][CH2:27][CH3:28])=[O:25])=[C:22]([CH2:33]Cl)[N:21]=2)[CH2:16][CH2:15]1)=[O:13])(=[O:10])=[O:9])[C:2]1[CH:7]=[CH:6][CH:5]=[CH:4][CH:3]=1.[NH:35]1[CH2:39][CH2:38][CH2:37][CH2:36]1.[I-].[Na+], predict the reaction product. The product is: [CH2:1]([S:8]([NH:11][C:12]([CH:14]1[CH2:19][CH2:18][N:17]([C:20]2[C:30]([C:31]#[N:32])=[CH:29][C:23]([C:24]([O:26][CH2:27][CH3:28])=[O:25])=[C:22]([CH2:33][N:35]3[CH2:39][CH2:38][CH2:37][CH2:36]3)[N:21]=2)[CH2:16][CH2:15]1)=[O:13])(=[O:10])=[O:9])[C:2]1[CH:7]=[CH:6][CH:5]=[CH:4][CH:3]=1. (3) Given the reactants Cl.Cl.O.[NH2:4][CH2:5][C:6]1[C:7](=[O:12])[NH:8][NH:9][C:10]=1[CH3:11].C(Cl)Cl.CCN(C(C)C)C(C)C.[CH3:25][C:26]([O:29][C:30](O[C:30]([O:29][C:26]([CH3:28])([CH3:27])[CH3:25])=[O:31])=[O:31])([CH3:28])[CH3:27], predict the reaction product. The product is: [CH3:11][C:10]1[NH:9][NH:8][C:7](=[O:12])[C:6]=1[CH2:5][NH:4][C:30](=[O:31])[O:29][C:26]([CH3:28])([CH3:27])[CH3:25]. (4) Given the reactants Br[C:2]1[CH:11]=[C:10]2[C:5]([CH2:6][CH2:7][NH:8][CH:9]2[CH3:12])=[CH:4][CH:3]=1.B(O)O, predict the reaction product. The product is: [CH3:12][CH:9]1[C:10]2[C:5](=[CH:4][CH:3]=[C:2]([C:6]3[CH:7]=[N:8][CH:9]=[CH:10][CH:5]=3)[CH:11]=2)[CH2:6][CH2:7][NH:8]1. (5) Given the reactants B(O)(O)[C:2]1[CH:10]=[CH:9][CH:8]=[C:7]2[C:3]=1[CH:4]=[CH:5][NH:6]2.I[C:14]1[C:22]2[C:17](=[N:18][CH:19]=[N:20][C:21]=2[NH2:23])[N:16]([CH:24]([CH3:26])[CH3:25])[N:15]=1.C([O-])([O-])=O.[Na+].[Na+].[CH3:33][CH2:34]O, predict the reaction product. The product is: [CH:24]1([N:16]2[C:17]3=[N:18][CH:19]=[N:20][C:21]([NH2:23])=[C:22]3[C:14]([C:2]3[CH:10]=[CH:9][CH:8]=[C:7]4[C:3]=3[CH:4]=[CH:5][NH:6]4)=[N:15]2)[CH2:26][CH2:34][CH2:33][CH2:25]1. (6) Given the reactants [C:1]([O:5][C:6]([N:8]1[CH2:13][CH2:12][CH:11]([N:14]([C:16]2([C@@H:19]3[CH2:23][CH2:22][N:21](CC4C=CC=CC=4)[CH2:20]3)[CH2:18][CH2:17]2)[CH3:15])[CH2:10][CH2:9]1)=[O:7])([CH3:4])([CH3:3])[CH3:2], predict the reaction product. The product is: [C:1]([O:5][C:6]([N:8]1[CH2:13][CH2:12][CH:11]([N:14]([CH3:15])[C:16]2([C@@H:19]3[CH2:23][CH2:22][NH:21][CH2:20]3)[CH2:17][CH2:18]2)[CH2:10][CH2:9]1)=[O:7])([CH3:4])([CH3:3])[CH3:2]. (7) Given the reactants [F:1][C:2]([F:30])([F:29])[C:3]1[CH:4]=[C:5]([NH:9][C:10]([N:12]2[C:20]3[C:15](=[CH:16][C:17]([O:21][C:22]4[CH:27]=[C:26](Cl)[N:25]=[CH:24][N:23]=4)=[CH:18][CH:19]=3)[CH2:14][CH2:13]2)=[O:11])[CH:6]=[CH:7][CH:8]=1.[N-:31]=[N+:32]=[N-:33].[Na+].O, predict the reaction product. The product is: [F:1][C:2]([F:30])([F:29])[C:3]1[CH:4]=[C:5]([NH:9][C:10]([N:12]2[C:20]3[C:15](=[CH:16][C:17]([O:21][C:22]4[CH:27]=[C:26]([N:31]=[N+:32]=[N-:33])[N:25]=[CH:24][N:23]=4)=[CH:18][CH:19]=3)[CH2:14][CH2:13]2)=[O:11])[CH:6]=[CH:7][CH:8]=1.